From a dataset of Forward reaction prediction with 1.9M reactions from USPTO patents (1976-2016). Predict the product of the given reaction. (1) Given the reactants [Cl:1][C:2]1[C:3]([C:29](=[O:39])[N:30]([CH2:35][CH2:36][CH2:37][CH3:38])[CH2:31][CH2:32][CH2:33][CH3:34])=[N:4][N:5]([C:8]2[CH:16]=[CH:15][C:11]([C:12]([OH:14])=O)=[CH:10][C:9]=2[C:17]([N:19]2[CH2:28][CH2:27][C:26]3[C:21](=[CH:22][CH:23]=[CH:24][CH:25]=3)[CH2:20]2)=[O:18])[C:6]=1[CH3:7].[Si:40]([O:47][CH2:48][CH2:49][O:50][C:51]1[CH:60]=[C:59]2[C:54]([CH:55]=[CH:56][C:57]([S:61]([NH2:64])(=[O:63])=[O:62])=[CH:58]2)=[CH:53][CH:52]=1)([C:43]([CH3:46])([CH3:45])[CH3:44])([CH3:42])[CH3:41], predict the reaction product. The product is: [CH2:35]([N:30]([CH2:31][CH2:32][CH2:33][CH3:34])[C:29]([C:3]1[C:2]([Cl:1])=[C:6]([CH3:7])[N:5]([C:8]2[CH:16]=[CH:15][C:11]([C:12](=[O:14])[NH:64][S:61]([C:57]3[CH:56]=[CH:55][C:54]4[C:59](=[CH:60][C:51]([O:50][CH2:49][CH2:48][O:47][Si:40]([C:43]([CH3:46])([CH3:45])[CH3:44])([CH3:41])[CH3:42])=[CH:52][CH:53]=4)[CH:58]=3)(=[O:63])=[O:62])=[CH:10][C:9]=2[C:17]([N:19]2[CH2:28][CH2:27][C:26]3[C:21](=[CH:22][CH:23]=[CH:24][CH:25]=3)[CH2:20]2)=[O:18])[N:4]=1)=[O:39])[CH2:36][CH2:37][CH3:38]. (2) The product is: [CH3:56][O:55][C:53](=[O:54])[NH:52][CH:48]([C:47]([N:42]1[CH2:43][C:44](=[CH2:46])[CH2:45][CH:41]1[C:38]1[NH:37][C:36]([C:31]2[CH:30]=[CH:29][C:28]3[C:33](=[CH:34][CH:35]=[C:26]([C:23]4[CH:22]=[CH:21][C:20]([C:17]5[NH:16][C:15]([CH:9]6[CH2:10][CH:11]([C:13]#[N:14])[CH2:12][N:8]6[C:6](=[O:7])[CH:64]([NH:63][C:61]([O:60][CH3:59])=[O:62])[C:68]6[CH:73]=[CH:72][CH:71]=[CH:70][CH:69]=6)=[N:19][CH:18]=5)=[CH:25][CH:24]=4)[CH:27]=3)[CH:32]=2)=[CH:40][N:39]=1)=[O:57])[CH:49]([CH3:51])[CH3:50]. Given the reactants C(O[C:6]([N:8]1[CH2:12][CH:11]([C:13]#[N:14])[CH2:10][CH:9]1[C:15]1[NH:16][C:17]([C:20]2[CH:25]=[CH:24][C:23]([C:26]3[CH:35]=[CH:34][C:33]4[C:28](=[CH:29][CH:30]=[C:31]([C:36]5[NH:37][C:38]([CH:41]6[CH2:45][C:44](=[CH2:46])[CH2:43][N:42]6[C:47](=[O:57])[CH:48]([NH:52][C:53]([O:55][CH3:56])=[O:54])[CH:49]([CH3:51])[CH3:50])=[N:39][CH:40]=5)[CH:32]=4)[CH:27]=3)=[CH:22][CH:21]=2)=[CH:18][N:19]=1)=[O:7])(C)(C)C.Cl.[CH3:59][O:60][C:61]([NH:63][CH:64]([C:68]1[CH:73]=[CH:72][CH:71]=[CH:70][CH:69]=1)C(O)=O)=[O:62].CCN(C(C)C)C(C)C.CCOC(C(C#N)=NOC(N1CCOCC1)=[N+](C)C)=O.F[P-](F)(F)(F)(F)F, predict the reaction product. (3) Given the reactants BrC1C=CC=C2C=1C(=O)C(=O)N2CCCCC.[Cl:18][C:19]1[CH:20]=[C:21]2[C:25](=[CH:26][CH:27]=1)[N:24]([CH2:28][C:29]([O:31][CH2:32][CH3:33])=[O:30])[C:23](=[O:34])[C:22]2=[O:35].O1C2C=CC(O)=CC=2OC1.[O:46]1[C:50]2[CH:51]=[C:52]([OH:55])[CH:53]=[CH:54][C:49]=2[CH2:48][CH2:47]1, predict the reaction product. The product is: [Cl:18][C:19]1[CH:20]=[C:21]2[C:25](=[CH:26][CH:27]=1)[N:24]([CH2:28][C:29]([O:31][CH2:32][CH3:33])=[O:30])[C:23](=[O:34])[C:22]2([OH:35])[C:53]1[C:52]([OH:55])=[CH:51][C:50]2[O:46][CH2:47][CH2:48][C:49]=2[CH:54]=1. (4) The product is: [O:39]=[S:27]1(=[O:38])[C:33]2[CH:34]=[CH:35][CH:36]=[CH:37][C:32]=2[CH2:31][N:30]([C:2]2[N:11]=[C:10]([NH:14][CH:15]3[CH2:19][CH2:18][NH:17][CH2:16]3)[C:9]3[C:4](=[CH:5][CH:6]=[C:7]([CH3:13])[CH:8]=3)[N:3]=2)[CH2:29][CH2:28]1. Given the reactants Cl[C:2]1[N:11]=[C:10](Cl)[C:9]2[C:4](=[CH:5][CH:6]=[C:7]([CH3:13])[CH:8]=2)[N:3]=1.[NH2:14][CH:15]1[CH2:19][CH2:18][N:17](C(OC(C)(C)C)=O)[CH2:16]1.[S:27]1(=[O:39])(=[O:38])[C:33]2[CH:34]=[CH:35][CH:36]=[CH:37][C:32]=2[CH2:31][NH:30][CH2:29][CH2:28]1.FC(F)(F)C(O)=O.NCC1(NC(=O)OC(C)(C)C)CC1, predict the reaction product.